From a dataset of Full USPTO retrosynthesis dataset with 1.9M reactions from patents (1976-2016). Predict the reactants needed to synthesize the given product. (1) Given the product [NH:1]1[CH:5]=[CH:4][C:3]([C:6]2[CH:7]=[CH:8][C:9]3[N:10]([CH:12]=[C:13]([C:15]([O:17][CH2:18][CH3:19])=[O:16])[N:14]=3)[CH:11]=2)=[N:36]1, predict the reactants needed to synthesize it. The reactants are: [NH:1]1[CH:5]=[CH:4][C:3]([C:6]2[CH:7]=[CH:8][C:9]3[N:10]([CH:12]=[C:13]([C:15]([OH:17])=[O:16])[N:14]=3)[CH:11]=2)=C1.[CH:18]([Si](C(C)C)(C(C)C)N1C=CC(B(O)O)=C1)(C)[CH3:19].[NH:36]1C=CC(B(O)O)=N1. (2) Given the product [F:1][C:2]1[CH:36]=[C:35]([N:37]([C:2]2[CH:36]=[CH:53][C:55]([F:58])=[CH:33][CH:3]=2)[C:38]([C:40]2([C:43]([NH2:44])=[O:52])[CH2:41][CH2:42]2)=[O:39])[CH:34]=[CH:33][C:3]=1[O:4][C:5]1[CH:10]=[CH:9][N:8]=[C:7]2[CH:11]=[C:12]([C:14]3[CH:15]=[CH:16][C:17]([CH2:20][NH:21][CH2:29][CH2:30][O:31][CH3:32])=[CH:18][N:19]=3)[S:13][C:6]=12, predict the reactants needed to synthesize it. The reactants are: [F:1][C:2]1[CH:36]=[C:35]([NH:37][C:38]([C:40]2([C:43](=[O:52])[NH:44]C3C=CC(F)=CC=3)[CH2:42][CH2:41]2)=[O:39])[CH:34]=[CH:33][C:3]=1[O:4][C:5]1[CH:10]=[CH:9][N:8]=[C:7]2[CH:11]=[C:12]([C:14]3[N:19]=[CH:18][C:17]([CH2:20][N:21]([CH2:29][CH2:30][O:31][CH3:32])C(=O)OC(C)(C)C)=[CH:16][CH:15]=3)[S:13][C:6]=12.[C:53](O)([C:55]([F:58])(F)F)=O. (3) Given the product [F:23][C:9]1[C:10]([CH2:13][N:14]([CH3:22])[C:15](=[O:21])[O:16][C:17]([CH3:19])([CH3:20])[CH3:18])=[CH:11][N:12]([S:48]([C:46]2[CH:45]=[CH:44][CH:43]=[C:42]([F:41])[N:47]=2)(=[O:50])=[O:49])[C:8]=1[C:7]1[C:2]([F:1])=[N:3][CH:4]=[CH:5][CH:6]=1, predict the reactants needed to synthesize it. The reactants are: [F:1][C:2]1[C:7]([C:8]2[NH:12][CH:11]=[C:10]([CH2:13][N:14]([CH3:22])[C:15](=[O:21])[O:16][C:17]([CH3:20])([CH3:19])[CH3:18])[C:9]=2[F:23])=[CH:6][CH:5]=[CH:4][N:3]=1.[H-].[Na+].C1OCCOCCOCCOCCOC1.[F:41][C:42]1[N:47]=[C:46]([S:48](Cl)(=[O:50])=[O:49])[CH:45]=[CH:44][CH:43]=1. (4) Given the product [Cl:2][C:3]1[CH:8]=[C:7]([NH:9][C:10]2[CH:15]=[CH:14][C:13]([F:16])=[CH:12][CH:11]=2)[N:6]=[C:5]([NH:17][C:18]2[CH:23]=[CH:22][C:21]([S:24]([N:29]([CH3:28])[CH:30]3[CH2:35][CH2:34][N:33]([CH3:36])[CH2:32][CH2:31]3)(=[O:26])=[O:25])=[CH:20][CH:19]=2)[N:4]=1, predict the reactants needed to synthesize it. The reactants are: Cl.[Cl:2][C:3]1[CH:8]=[C:7]([NH:9][C:10]2[CH:15]=[CH:14][C:13]([F:16])=[CH:12][CH:11]=2)[N:6]=[C:5]([NH:17][C:18]2[CH:23]=[CH:22][C:21]([S:24](Cl)(=[O:26])=[O:25])=[CH:20][CH:19]=2)[N:4]=1.[CH3:28][NH:29][CH:30]1[CH2:35][CH2:34][N:33]([CH3:36])[CH2:32][CH2:31]1.